From a dataset of Catalyst prediction with 721,799 reactions and 888 catalyst types from USPTO. Predict which catalyst facilitates the given reaction. (1) Reactant: [OH:1][C:2]1[C:11]2[O:10][CH2:9][C:8](=[O:12])[NH:7][C:6]=2[CH:5]=[CH:4][CH:3]=1.N1C=CN=C1.[C:18]([Si:22](Cl)([CH3:24])[CH3:23])([CH3:21])([CH3:20])[CH3:19].C(O)(=O)CC(CC(O)=O)(C(O)=O)O. Product: [Si:22]([O:1][C:2]1[C:11]2[O:10][CH2:9][C:8](=[O:12])[NH:7][C:6]=2[CH:5]=[CH:4][CH:3]=1)([C:18]([CH3:21])([CH3:20])[CH3:19])([CH3:24])[CH3:23]. The catalyst class is: 35. (2) Reactant: [N:1]1[C:10]2[C:5](=[CH:6][CH:7]=[CH:8][CH:9]=2)[CH:4]=[C:3]([C:11]#[C:12][CH2:13][OH:14])[CH:2]=1.CC(C)([O-])C.[K+].[C:21]1([N:27]([C:31]2[CH:36]=[CH:35][CH:34]=[CH:33][CH:32]=2)[C:28](Cl)=[O:29])[CH:26]=[CH:25][CH:24]=[CH:23][CH:22]=1.[NH4+].[Cl-]. Product: [C:21]1([N:27]([C:31]2[CH:36]=[CH:35][CH:34]=[CH:33][CH:32]=2)[C:28]([O:14][CH2:13][C:12]#[C:11][C:3]2[CH:2]=[N:1][C:10]3[C:5]([CH:4]=2)=[CH:6][CH:7]=[CH:8][CH:9]=3)=[O:29])[CH:22]=[CH:23][CH:24]=[CH:25][CH:26]=1. The catalyst class is: 680. (3) Product: [Br:16][C:17]1[CH:18]=[C:19]([CH:22]=[C:23]([Br:26])[C:24]=1[O:8][S:1]([C:4]([F:7])([F:6])[F:5])(=[O:3])=[O:2])[CH:20]=[O:21]. The catalyst class is: 17. Reactant: [S:1]([O:8]S(C(F)(F)F)(=O)=O)([C:4]([F:7])([F:6])[F:5])(=[O:3])=[O:2].[Br:16][C:17]1[CH:18]=[C:19]([CH:22]=[C:23]([Br:26])[C:24]=1O)[CH:20]=[O:21].O. (4) Reactant: [CH2:1]([O:3][C:4](=[O:24])[C:5]([O:21][CH2:22][CH3:23])=[CH:6][C:7]1[CH:12]=[CH:11][C:10]([O:13]CC2C=CC=CC=2)=[CH:9][CH:8]=1)[CH3:2].[H][H]. Product: [CH2:1]([O:3][C:4](=[O:24])[CH:5]([O:21][CH2:22][CH3:23])[CH2:6][C:7]1[CH:8]=[CH:9][C:10]([OH:13])=[CH:11][CH:12]=1)[CH3:2]. The catalyst class is: 29. (5) Reactant: [CH3:1][N:2]1[C:7]2[CH:8]=[CH:9][CH:10]=[CH:11][C:6]=2[O:5][CH2:4][CH2:3]1.[Br:12]N1C(=O)CCC1=O. Product: [Br:12][C:10]1[CH:9]=[CH:8][C:7]2[N:2]([CH3:1])[CH2:3][CH2:4][O:5][C:6]=2[CH:11]=1. The catalyst class is: 85. (6) Reactant: Cl[C:2]1[N:3]([CH2:19][C:20]2[CH:25]=[CH:24][C:23]([O:26][CH3:27])=[CH:22][CH:21]=2)[CH:4]=[C:5]2[N:10]3[C@H:11]4[CH2:16][CH2:15][CH2:14][C@H:12]4[N:13]=[C:9]3[N:8]([CH3:17])[C:7](=[O:18])[C:6]=12.[C:28]1([OH:34])[CH:33]=[CH:32][CH:31]=[CH:30][CH:29]=1.C([O-])([O-])=O.[K+].[K+]. Product: [CH3:17][N:8]1[C:7](=[O:18])[C:6]2=[C:2]([O:34][C:28]3[CH:33]=[CH:32][CH:31]=[CH:30][CH:29]=3)[N:3]([CH2:19][C:20]3[CH:21]=[CH:22][C:23]([O:26][CH3:27])=[CH:24][CH:25]=3)[CH:4]=[C:5]2[N:10]2[C@H:11]3[CH2:16][CH2:15][CH2:14][C@H:12]3[N:13]=[C:9]12. The catalyst class is: 12. (7) Reactant: [OH:1][C:2]1[CH:7]=[CH:6][C:5]([CH3:8])=[CH:4][N:3]=1.O[CH:10]1[CH2:15][CH2:14][CH:13]([C:16]([O:18][CH2:19][CH3:20])=[O:17])[CH2:12][CH2:11]1.C1(P(C2C=CC=CC=2)C2C=CC=CC=2)C=CC=CC=1.CC(OC(/N=N/C(OC(C)C)=O)=O)C. Product: [CH2:19]([O:18][C:16]([CH:13]1[CH2:14][CH2:15][CH:10]([O:1][C:2]2[CH:7]=[CH:6][C:5]([CH3:8])=[CH:4][N:3]=2)[CH2:11][CH2:12]1)=[O:17])[CH3:20]. The catalyst class is: 1. (8) Reactant: [Li]CCCC.[N:6]1([C:11]2[CH:31]=[CH:30][C:14]([CH2:15][C:16]3[C:17]([O:28][CH3:29])=[N:18][C:19]4[C:24]([C:25]=3[Cl:26])=[CH:23][C:22](Br)=[CH:21][CH:20]=4)=[CH:13][CH:12]=2)[CH:10]=[CH:9][CH:8]=[N:7]1.[CH3:32][N:33]1[C:37]([C:38]([C:40]2[N:44]([CH3:45])[C:43]([CH3:46])=[N:42][CH:41]=2)=[O:39])=[CH:36][N:35]=[C:34]1[CH3:47].C(=O)=O.CC(C)=O. Product: [N:6]1([C:11]2[CH:31]=[CH:30][C:14]([CH2:15][C:16]3[C:17]([O:28][CH3:29])=[N:18][C:19]4[C:24]([C:25]=3[Cl:26])=[CH:23][C:22]([C:38]([C:37]3[N:33]([CH3:32])[C:34]([CH3:47])=[N:35][CH:36]=3)([C:40]3[N:44]([CH3:45])[C:43]([CH3:46])=[N:42][CH:41]=3)[OH:39])=[CH:21][CH:20]=4)=[CH:13][CH:12]=2)[CH:10]=[CH:9][CH:8]=[N:7]1. The catalyst class is: 1. (9) Reactant: C(N(C(C)C)CC)(C)C.FC(F)(F)C(O)=O.[CH3:17][O:18][C:19](=[O:38])[CH2:20][C:21]1[CH:30]=[C:29]([CH:31]2[CH2:36][CH2:35][NH:34][CH2:33][CH2:32]2)[C:28]2[C:23](=[CH:24][CH:25]=[C:26]([F:37])[CH:27]=2)[CH:22]=1.[Cl:39][C:40]1[CH:45]=[CH:44][C:43]([Cl:46])=[CH:42][C:41]=1[S:47](Cl)(=[O:49])=[O:48]. Product: [CH3:17][O:18][C:19](=[O:38])[CH2:20][C:21]1[CH:30]=[C:29]([CH:31]2[CH2:36][CH2:35][N:34]([S:47]([C:41]3[CH:42]=[C:43]([Cl:46])[CH:44]=[CH:45][C:40]=3[Cl:39])(=[O:49])=[O:48])[CH2:33][CH2:32]2)[C:28]2[C:23](=[CH:24][CH:25]=[C:26]([F:37])[CH:27]=2)[CH:22]=1. The catalyst class is: 7. (10) Reactant: [N+:1]([C:4]1[CH:5]=[C:6]2[C:10](=[CH:11][CH:12]=1)[NH:9][C:8]([C:13]([O:15][CH2:16][CH3:17])=[O:14])=[CH:7]2)([O-:3])=[O:2].[C:18](=O)([O-])[O-].[K+].[K+].C1(C)C=CC(S(OC)(=O)=O)=CC=1.O. Product: [CH3:18][N:9]1[C:10]2[C:6](=[CH:5][C:4]([N+:1]([O-:3])=[O:2])=[CH:12][CH:11]=2)[CH:7]=[C:8]1[C:13]([O:15][CH2:16][CH3:17])=[O:14]. The catalyst class is: 10.